Dataset: Catalyst prediction with 721,799 reactions and 888 catalyst types from USPTO. Task: Predict which catalyst facilitates the given reaction. (1) Reactant: [Cl:1][C:2]1[CH:7]=[C:6]([F:8])[C:5]([OH:9])=[C:4]([F:10])[CH:3]=1.F[C:12]1[CH:19]=[CH:18][C:15]([CH:16]=[O:17])=[CH:14][CH:13]=1.C([O-])([O-])=O.[K+].[K+]. Product: [Cl:1][C:2]1[CH:7]=[C:6]([F:8])[C:5]([O:9][C:12]2[CH:19]=[CH:18][C:15]([CH:16]=[O:17])=[CH:14][CH:13]=2)=[C:4]([F:10])[CH:3]=1. The catalyst class is: 18. (2) Reactant: [C:1]([O:5][C:6]([N:8]1[C@H:17]([C:18](O)=[O:19])[CH2:16][C:15]2[C:10](=[CH:11][CH:12]=[CH:13][CH:14]=2)[CH2:9]1)=[O:7])([CH3:4])([CH3:3])[CH3:2].CN(C(ON1N=NC2C=CC=NC1=2)=[N+](C)C)C.F[P-](F)(F)(F)(F)F.CCN(C(C)C)C(C)C.[BH4-].[Na+]. Product: [C:1]([O:5][C:6]([N:8]1[C@H:17]([CH2:18][OH:19])[CH2:16][C:15]2[C:10](=[CH:11][CH:12]=[CH:13][CH:14]=2)[CH2:9]1)=[O:7])([CH3:4])([CH3:3])[CH3:2]. The catalyst class is: 1. (3) Reactant: [Br:1][C:2]1[CH:3]=[N:4][CH:5]=[C:6]([OH:8])[CH:7]=1.[CH2:9](O)[C:10]1[CH:15]=[CH:14][CH:13]=[CH:12][CH:11]=1.C1(P(C2C=CC=CC=2)C2C=CC=CC=2)C=CC=CC=1.N(C(OC(C)C)=O)=NC(OC(C)C)=O. Product: [CH2:9]([O:8][C:6]1[CH:5]=[N:4][CH:3]=[C:2]([Br:1])[CH:7]=1)[C:10]1[CH:15]=[CH:14][CH:13]=[CH:12][CH:11]=1. The catalyst class is: 1. (4) Reactant: [CH2:1]([O:3][C:4]([C:6]1[S:10][C:9]([C:11]2[CH:16]=[CH:15][C:14]([C:17]([F:20])([F:19])[F:18])=[CH:13][CH:12]=2)=[N:8][C:7]=1[CH3:21])=[O:5])[CH3:2].C(OOC(=O)C1C=CC=CC=1)(=O)C1C=CC=CC=1.C1C(=O)N([Br:47])C(=O)C1.O. Product: [CH2:1]([O:3][C:4]([C:6]1[S:10][C:9]([C:11]2[CH:16]=[CH:15][C:14]([C:17]([F:19])([F:20])[F:18])=[CH:13][CH:12]=2)=[N:8][C:7]=1[CH2:21][Br:47])=[O:5])[CH3:2]. The catalyst class is: 53. (5) Reactant: [OH:1][N:2]1[C:6](=[O:7])[C:5]2=[CH:8][CH:9]=[CH:10][CH:11]=[C:4]2[C:3]1=[O:12].C1(P(C2C=CC=CC=2)C2C=CC=CC=2)C=CC=CC=1.[Br:32][C:33]1[CH:34]=[CH:35][C:36]2[C:37]3[S:45][C:44]([CH2:46]O)=[N:43][C:38]=3[CH:39]=[N:40][C:41]=2[CH:42]=1.N(C(OCC)=O)=NC(OCC)=O. Product: [Br:32][C:33]1[CH:34]=[CH:35][C:36]2[C:37]3[S:45][C:44]([CH2:46][O:1][N:2]4[C:3](=[O:12])[C:4]5[C:5](=[CH:8][CH:9]=[CH:10][CH:11]=5)[C:6]4=[O:7])=[N:43][C:38]=3[CH:39]=[N:40][C:41]=2[CH:42]=1. The catalyst class is: 1.